This data is from Full USPTO retrosynthesis dataset with 1.9M reactions from patents (1976-2016). The task is: Predict the reactants needed to synthesize the given product. (1) Given the product [CH3:19][O:18][C:15]1[CH:14]=[CH:13][C:12]([N:9]2[C:10]([NH2:11])=[CH:6][CH:7]=[N:8]2)=[CH:17][CH:16]=1, predict the reactants needed to synthesize it. The reactants are: C(OC([C:6]1[CH:7]=[N:8][N:9]([C:12]2[CH:17]=[CH:16][C:15]([O:18][CH3:19])=[CH:14][CH:13]=2)[C:10]=1[NH2:11])=O)C. (2) Given the product [NH2:1][C:2]1[S:3][CH:20]([C:21]2[CH:26]=[CH:25][C:24]([F:27])=[CH:23][CH:22]=2)[C:17]([C:8]2[CH:7]=[C:6]([Cl:5])[C:15]3[O:14][CH2:13][C:12](=[O:16])[NH:11][C:10]=3[CH:9]=2)=[CH:18][N:4]=1, predict the reactants needed to synthesize it. The reactants are: [NH2:1][C:2]([NH2:4])=[S:3].[Cl:5][C:6]1[C:15]2[O:14][CH2:13][C:12](=[O:16])[NH:11][C:10]=2[CH:9]=[C:8]([C:17](=[CH:20][C:21]2[CH:26]=[CH:25][C:24]([F:27])=[CH:23][CH:22]=2)[CH:18]=O)[CH:7]=1.Cl.[OH-].[Na+]. (3) Given the product [Br:1][C:2]1[CH:7]=[CH:6][CH:5]=[CH:4][C:3]=1[C:14]1[CH:13]=[C:12]([Cl:11])[CH:17]=[CH:16][C:15]=1[O:18][CH2:19][C:20]1[CH:21]=[CH:22][CH:23]=[CH:24][CH:25]=1, predict the reactants needed to synthesize it. The reactants are: [Br:1][C:2]1[CH:7]=[CH:6][CH:5]=[CH:4][C:3]=1B(O)O.[Cl:11][C:12]1[CH:17]=[CH:16][C:15]([O:18][CH2:19][C:20]2[CH:25]=[CH:24][CH:23]=[CH:22][CH:21]=2)=[C:14](I)[CH:13]=1.C(=O)([O-])[O-].[K+].[K+].C1(C)C=CC=CC=1.C(O)C. (4) Given the product [NH2:14][C:15]1[C:16]2[CH:31]=[C:30]([Br:8])[S:29][C:17]=2[N:18]=[C:19]([C:21]2[CH:22]=[C:23]([CH:26]=[CH:27][CH:28]=2)[C:24]#[N:25])[N:20]=1, predict the reactants needed to synthesize it. The reactants are: C1C(=O)N([Br:8])C(=O)C1.CN(C=O)C.[NH2:14][C:15]1[C:16]2[CH:31]=[CH:30][S:29][C:17]=2[N:18]=[C:19]([C:21]2[CH:22]=[C:23]([CH:26]=[CH:27][CH:28]=2)[C:24]#[N:25])[N:20]=1. (5) Given the product [CH2:17]([O:16][C@H:14]1[CH2:13][N:12]([CH:20]([C:27]2[CH:32]=[CH:31][CH:30]=[CH:29][CH:28]=2)[C:21]2[CH:26]=[CH:25][CH:24]=[CH:23][CH:22]=2)[C@@H:11]([C@@H:10]([OH:9])[C@@H:6]([NH2:7])[CH2:5][C:4]2[CH:34]=[C:35]([F:37])[CH:36]=[C:2]([F:1])[CH:3]=2)[CH2:15]1)[CH:18]=[CH2:19], predict the reactants needed to synthesize it. The reactants are: [F:1][C:2]1[CH:3]=[C:4]([CH:34]=[C:35]([F:37])[CH:36]=1)[CH2:5][C@H:6]1[C@@H:10]([C@H:11]2[CH2:15][C@@H:14]([O:16][CH2:17][CH:18]=[CH2:19])[CH2:13][N:12]2[CH:20]([C:27]2[CH:32]=[CH:31][CH:30]=[CH:29][CH:28]=2)[C:21]2[CH:26]=[CH:25][CH:24]=[CH:23][CH:22]=2)[O:9]C(=O)[NH:7]1.FC1C=C(C=C(F)C=1)C[C@H]1[C@@H]([C@H]2C[C@@H](OCC=C)CN2)OC(=O)N1.[Br-].C(=O)([O-])[O-].[K+].[K+]. (6) Given the product [C:16]([O:20][C:21]([NH:23][CH:24]1[CH2:28][CH2:27][N:26]([S:12]([C:10]2[C:11]3[C:2]([Br:1])=[CH:3][N:4]=[CH:5][C:6]=3[CH:7]=[CH:8][CH:9]=2)(=[O:14])=[O:13])[CH2:25]1)=[O:22])([CH3:19])([CH3:17])[CH3:18], predict the reactants needed to synthesize it. The reactants are: [Br:1][C:2]1[C:11]2[C:10]([S:12](Cl)(=[O:14])=[O:13])=[CH:9][CH:8]=[CH:7][C:6]=2[CH:5]=[N:4][CH:3]=1.[C:16]([O:20][C:21]([NH:23][CH:24]1[CH2:28][CH2:27][NH:26][CH2:25]1)=[O:22])([CH3:19])([CH3:18])[CH3:17].C(N(CC)CC)C. (7) Given the product [CH3:1][N:2]1[C:7](=[O:8])[C:6]2=[CH:9][N:10]([CH2:21][C:20]3[CH:23]=[C:24]([O:28][CH3:29])[C:25]([O:26][CH3:27])=[C:18]([O:17][CH3:16])[CH:19]=3)[CH:11]=[C:5]2[C:4]([CH2:12][CH:13]([CH3:15])[CH3:14])=[N:3]1, predict the reactants needed to synthesize it. The reactants are: [CH3:1][N:2]1[C:7](=[O:8])[C:6]2=[CH:9][NH:10][CH:11]=[C:5]2[C:4]([CH2:12][CH:13]([CH3:15])[CH3:14])=[N:3]1.[CH3:16][O:17][C:18]1[CH:19]=[C:20]([CH:23]=[C:24]([O:28][CH3:29])[C:25]=1[O:26][CH3:27])[CH2:21]Cl.C(=O)([O-])[O-].[Cs+].[Cs+].